Task: Predict which catalyst facilitates the given reaction.. Dataset: Catalyst prediction with 721,799 reactions and 888 catalyst types from USPTO (1) Reactant: [Cl:1][C:2]1[CH:14]=[CH:13][C:5]([O:6][C@@H:7]([CH3:12])[C:8]([O:10]C)=[O:9])=[CH:4][C:3]=1[CH2:15][N:16]1[C:24]2[C:19](=[CH:20][C:21]([C:25](=[O:38])[NH:26][C@H:27]([C:29]3[CH:34]=[CH:33][CH:32]=[C:31]([CH:35]([CH3:37])[CH3:36])[CH:30]=3)[CH3:28])=[CH:22][CH:23]=2)[C:18]([CH3:39])=[C:17]1[CH3:40].O.[OH-].[Na+]. Product: [Cl:1][C:2]1[CH:14]=[CH:13][C:5]([O:6][C@@H:7]([CH3:12])[C:8]([OH:10])=[O:9])=[CH:4][C:3]=1[CH2:15][N:16]1[C:24]2[C:19](=[CH:20][C:21]([C:25](=[O:38])[NH:26][C@H:27]([C:29]3[CH:34]=[CH:33][CH:32]=[C:31]([CH:35]([CH3:36])[CH3:37])[CH:30]=3)[CH3:28])=[CH:22][CH:23]=2)[C:18]([CH3:39])=[C:17]1[CH3:40]. The catalyst class is: 816. (2) Reactant: [CH3:1][O:2][CH2:3][CH2:4][N:5]([CH3:25])[C:6]([NH:8][NH:9][C:10]1[N:20]=[C:19]([C:21]([F:24])([F:23])[F:22])[CH:18]=[CH:17][C:11]=1[C:12]([O:14][CH2:15][CH3:16])=[O:13])=O.P(Cl)(Cl)(Cl)=O.C(=O)([O-])O.[Na+]. Product: [CH3:1][O:2][CH2:3][CH2:4][N:5]([CH3:25])[C:6]1[N:20]2[C:19]([C:21]([F:24])([F:23])[F:22])=[CH:18][CH:17]=[C:11]([C:12]([O:14][CH2:15][CH3:16])=[O:13])[C:10]2=[N:9][N:8]=1. The catalyst class is: 11. (3) Reactant: [CH2:1]([Zn]CC)C.ICI.[Br:9][C:10]1[CH:15]=[CH:14][C:13]([Cl:16])=[C:12]([CH2:17][C:18]2[CH:23]=[CH:22][C:21]([O:24][CH2:25][CH:26]([O:28][CH:29]=[CH2:30])[CH3:27])=[CH:20][CH:19]=2)[CH:11]=1. Product: [Br:9][C:10]1[CH:15]=[CH:14][C:13]([Cl:16])=[C:12]([CH2:17][C:18]2[CH:23]=[CH:22][C:21]([O:24][CH2:25][CH:26]([O:28][CH:29]3[CH2:1][CH2:30]3)[CH3:27])=[CH:20][CH:19]=2)[CH:11]=1. The catalyst class is: 4. (4) Reactant: [CH:1]([C:3]1[CH:12]=[CH:11][C:6]([C:7]([O:9][CH3:10])=[O:8])=[C:5]([CH3:13])[CH:4]=1)=[O:2].[BH4-].[Na+].C(O)C. Product: [OH:2][CH2:1][C:3]1[CH:12]=[CH:11][C:6]([C:7]([O:9][CH3:10])=[O:8])=[C:5]([CH3:13])[CH:4]=1. The catalyst class is: 6. (5) Reactant: [C:1]([O:5][C:6]([N:8]([C@@H:16]1[C@@H:20]([C:21]2[CH:26]=[CH:25][CH:24]=[CH:23][CH:22]=2)[CH2:19][N:18]([S:27]([C:30]2[N:31]=[CH:32][N:33]([CH3:35])[CH:34]=2)(=[O:29])=[O:28])[CH2:17]1)[CH2:9][CH2:10][CH2:11][C:12](OC)=[O:13])=[O:7])([CH3:4])([CH3:3])[CH3:2].[H-].C([Al+]CC(C)C)C(C)C. Product: [OH:13][CH2:12][CH2:11][CH2:10][CH2:9][N:8]([C@@H:16]1[C@@H:20]([C:21]2[CH:26]=[CH:25][CH:24]=[CH:23][CH:22]=2)[CH2:19][N:18]([S:27]([C:30]2[N:31]=[CH:32][N:33]([CH3:35])[CH:34]=2)(=[O:29])=[O:28])[CH2:17]1)[C:6](=[O:7])[O:5][C:1]([CH3:2])([CH3:3])[CH3:4]. The catalyst class is: 4. (6) Reactant: [NH2:1][C:2]1[N:6]([C:7]2[CH:12]=[CH:11][CH:10]=[CH:9][CH:8]=2)[N:5]=[CH:4][C:3]=1[C:13]([OH:15])=O.C1C=CC2N(O)N=NC=2C=1.CCN=C=NCCCN(C)C.O[NH:38][C:39](=[NH:48])[C:40]1[CH:45]=[CH:44][C:43]([CH2:46][OH:47])=[CH:42][CH:41]=1. Product: [NH2:1][C:2]1[N:6]([C:7]2[CH:8]=[CH:9][CH:10]=[CH:11][CH:12]=2)[N:5]=[CH:4][C:3]=1[C:13]1[O:15][N:48]=[C:39]([C:40]2[CH:45]=[CH:44][C:43]([CH2:46][OH:47])=[CH:42][CH:41]=2)[N:38]=1. The catalyst class is: 18.